Task: Predict the reactants needed to synthesize the given product.. Dataset: Full USPTO retrosynthesis dataset with 1.9M reactions from patents (1976-2016) (1) Given the product [Cl:19][C:20]1[CH:21]=[C:22]([NH:26][C:2]2[C:11]3[C:6](=[CH:7][CH:8]=[CH:9][CH:10]=3)[CH:5]=[C:4]([NH:12][C:13]3[CH:17]=[C:16]([CH3:18])[NH:15][N:14]=3)[N:3]=2)[CH:23]=[CH:24][CH:25]=1, predict the reactants needed to synthesize it. The reactants are: Cl[C:2]1[C:11]2[C:6](=[CH:7][CH:8]=[CH:9][CH:10]=2)[CH:5]=[C:4]([NH:12][C:13]2[CH:17]=[C:16]([CH3:18])[NH:15][N:14]=2)[N:3]=1.[Cl:19][C:20]1[CH:21]=[C:22]([NH2:26])[CH:23]=[CH:24][CH:25]=1. (2) Given the product [CH3:28][C:27]1[C:22]([N:19]2[CH2:20][CH2:21][N:16]([C:14]([C:11]3[CH:12]=[CH:13][C:8]([N:1]4[CH2:5][CH2:4][CH2:3][C:2]4=[O:6])=[CH:9][C:10]=3[F:30])=[O:15])[CH2:17][CH2:18]2)=[N:23][CH:24]=[C:25]([CH3:29])[CH:26]=1, predict the reactants needed to synthesize it. The reactants are: [NH:1]1[CH2:5][CH2:4][CH2:3][C:2]1=[O:6].Br[C:8]1[CH:13]=[CH:12][C:11]([C:14]([N:16]2[CH2:21][CH2:20][N:19]([C:22]3[C:27]([CH3:28])=[CH:26][C:25]([CH3:29])=[CH:24][N:23]=3)[CH2:18][CH2:17]2)=[O:15])=[C:10]([F:30])[CH:9]=1.